Dataset: Reaction yield outcomes from USPTO patents with 853,638 reactions. Task: Predict the reaction yield, written as a fraction of the theoretical maximum amount of product (1.0 means a 100% yield; for example, 0.34 means a 34% yield). (1) The reactants are [OH-].[K+].C[O:4][C:5]1[CH:14]=[C:13]2[C:8]([C@@H:9]([CH2:24][CH2:25][CH2:26][CH2:27][CH2:28][CH2:29][CH2:30][CH2:31][C:32]([CH2:41][CH2:42][CH2:43][C:44]([F:50])([F:49])[C:45]([F:48])([F:47])[F:46])(C(OC)=O)[C:33]([O:35]C)=[O:34])[C@:10]([C:16]3[CH:21]=[CH:20][C:19]([O:22]C)=[CH:18][CH:17]=3)([CH3:15])[CH2:11][S:12]2)=[CH:7][CH:6]=1.Cl.B(Br)(Br)Br. The catalyst is O.C(O)C.ClCCl. The product is [OH:4][C:5]1[CH:14]=[C:13]2[C:8]([C@@H:9]([CH2:24][CH2:25][CH2:26][CH2:27][CH2:28][CH2:29][CH2:30][CH2:31][CH:32]([CH2:41][CH2:42][CH2:43][C:44]([F:50])([F:49])[C:45]([F:46])([F:47])[F:48])[C:33]([OH:35])=[O:34])[C@:10]([C:16]3[CH:17]=[CH:18][C:19]([OH:22])=[CH:20][CH:21]=3)([CH3:15])[CH2:11][S:12]2)=[CH:7][CH:6]=1. The yield is 0.578. (2) The reactants are C([O:3][C:4]([CH:6]1[CH2:11][CH2:10][CH:9]([O:12][C:13]2[CH:18]=[CH:17][C:16]([C:19](=[O:31])[NH:20][CH:21]3[CH:28]4[CH2:29][CH:24]5[CH2:25][CH:26]([CH2:30][CH:22]3[CH2:23]5)[CH2:27]4)=[CH:15][CH:14]=2)[CH2:8][CH2:7]1)=O)C.CC(C[AlH]CC(C)C)C.C1(C)C=CC=CC=1.[NH4+].[Cl-]. The catalyst is C1COCC1. The product is [CH:22]12[CH2:30][CH:26]3[CH2:25][CH:24]([CH2:29][CH:28]([CH2:27]3)[CH:21]1[NH:20][C:19](=[O:31])[C:16]1[CH:17]=[CH:18][C:13]([O:12][CH:9]3[CH2:8][CH2:7][CH:6]([CH2:4][OH:3])[CH2:11][CH2:10]3)=[CH:14][CH:15]=1)[CH2:23]2. The yield is 0.600. (3) The reactants are Br[C:2]1[CH:7]=[CH:6][C:5]([Si:8]([CH3:11])([CH3:10])[CH3:9])=[CH:4][CH:3]=1.COCCOC.[F:18][C:19]1[C:24]([F:25])=[CH:23][CH:22]=[CH:21][C:20]=1B(O)O.C([O-])([O-])=O.[Na+].[Na+]. The catalyst is C1C=CC([P]([Pd]([P](C2C=CC=CC=2)(C2C=CC=CC=2)C2C=CC=CC=2)([P](C2C=CC=CC=2)(C2C=CC=CC=2)C2C=CC=CC=2)[P](C2C=CC=CC=2)(C2C=CC=CC=2)C2C=CC=CC=2)(C2C=CC=CC=2)C2C=CC=CC=2)=CC=1.CCOCC.O. The product is [CH3:9][Si:8]([CH3:11])([CH3:10])[C:5]1[CH:6]=[CH:7][C:2]([C:23]2[CH:22]=[CH:21][CH:20]=[C:19]([F:18])[C:24]=2[F:25])=[CH:3][CH:4]=1. The yield is 0.910. (4) The reactants are [CH3:1][O:2][C:3]1[CH:4]=[C:5]2[C:10](=[C:11]([NH2:13])[CH:12]=1)[N:9]=[CH:8][CH:7]=[CH:6]2.[N+:14]([C:17]1[CH:22]=[CH:21][CH:20]=[CH:19][C:18]=1[S:23](Cl)(=[O:25])=[O:24])([O-:16])=[O:15]. No catalyst specified. The product is [CH3:1][O:2][C:3]1[CH:4]=[C:5]2[C:10](=[C:11]([NH:13][S:23]([C:18]3[CH:19]=[CH:20][CH:21]=[CH:22][C:17]=3[N+:14]([O-:16])=[O:15])(=[O:24])=[O:25])[CH:12]=1)[N:9]=[CH:8][CH:7]=[CH:6]2. The yield is 0.640. (5) The reactants are [CH3:1][O:2][C:3]1[CH:30]=[C:29]([O:31][CH3:32])[CH:28]=[CH:27][C:4]=1[CH2:5][N:6]1[C:14](=O)[C:13]2[C:8](=[CH:9][CH:10]=[CH:11][C:12]=2[O:16][CH2:17][CH2:18][CH2:19][N:20]2[CH2:25][CH2:24][O:23][CH2:22][CH2:21]2)[C:7]1=O.[H-].[Al+3].[Li+].[H-].[H-].[H-].C1COCC1. No catalyst specified. The product is [CH3:1][O:2][C:3]1[CH:30]=[C:29]([O:31][CH3:32])[CH:28]=[CH:27][C:4]=1[CH2:5][N:6]1[CH2:14][C:13]2[C:8](=[CH:9][CH:10]=[CH:11][C:12]=2[O:16][CH2:17][CH2:18][CH2:19][N:20]2[CH2:25][CH2:24][O:23][CH2:22][CH2:21]2)[CH2:7]1. The yield is 0.830. (6) The reactants are C([N:8]1[CH2:13][CH2:12][CH:11]([N:14]2[CH2:20][CH2:19][C:18]3[CH:21]=[CH:22][CH:23]=[CH:24][C:17]=3[NH:16][C:15]2=[O:25])[CH2:10][CH2:9]1)C1C=CC=CC=1. The catalyst is CO.[Pd]. The product is [NH:8]1[CH2:9][CH2:10][CH:11]([N:14]2[CH2:20][CH2:19][C:18]3[CH:21]=[CH:22][CH:23]=[CH:24][C:17]=3[NH:16][C:15]2=[O:25])[CH2:12][CH2:13]1. The yield is 0.680. (7) The reactants are [CH3:1][N:2]1[CH:6]=[CH:5][N:4]=[C:3]1[CH2:7][OH:8].CC([O-])(C)C.[K+].C1COCC1.[C:20]([C:24]1[S:28]/[C:27](=[N:29]\[C:30](=[O:42])[C:31]2[CH:36]=[C:35]([C:37]([F:40])([F:39])[F:38])[CH:34]=[CH:33][C:32]=2F)/[N:26]([CH2:43][C@H:44]2[CH2:48][CH2:47][CH2:46][O:45]2)[CH:25]=1)([CH3:23])([CH3:22])[CH3:21]. The catalyst is C1COCC1. The product is [C:20]([C:24]1[S:28]/[C:27](=[N:29]\[C:30](=[O:42])[C:31]2[CH:36]=[C:35]([C:37]([F:39])([F:38])[F:40])[CH:34]=[CH:33][C:32]=2[O:8][CH2:7][C:3]2[N:2]([CH3:1])[CH:6]=[CH:5][N:4]=2)/[N:26]([CH2:43][C@H:44]2[CH2:48][CH2:47][CH2:46][O:45]2)[CH:25]=1)([CH3:23])([CH3:21])[CH3:22]. The yield is 0.330. (8) The product is [C:26]1([S:23]([C:18]2[C:17]([CH2:16][C:8]3[C:9]4[C:14](=[CH:13][CH:12]=[C:11]([F:15])[CH:10]=4)[N:6]([CH2:5][C:4]([OH:33])=[O:3])[C:7]=3[CH3:32])=[CH:22][CH:21]=[CH:20][N:19]=2)(=[O:25])=[O:24])[CH:31]=[CH:30][CH:29]=[CH:28][CH:27]=1. The reactants are C([O:3][C:4](=[O:33])[CH2:5][N:6]1[C:14]2[C:9](=[CH:10][C:11]([F:15])=[CH:12][CH:13]=2)[C:8]([CH2:16][C:17]2[C:18]([S:23]([C:26]3[CH:31]=[CH:30][CH:29]=[CH:28][CH:27]=3)(=[O:25])=[O:24])=[N:19][CH:20]=[CH:21][CH:22]=2)=[C:7]1[CH3:32])C.[OH-].[K+]. The catalyst is C1COCC1.O. The yield is 1.00. (9) The reactants are [NH2:1][C:2]1[CH:7]=[CH:6][C:5]([NH2:8])=[CH:4][CH:3]=1.[CH2:9]([N:11]=[C:12]=[O:13])[CH3:10].C(=O)([O-])[O-].[K+].[K+]. The catalyst is C1COCC1. The product is [CH2:9]([NH:11][C:12]([NH:1][C:2]1[CH:7]=[CH:6][C:5]([NH2:8])=[CH:4][CH:3]=1)=[O:13])[CH3:10]. The yield is 0.620. (10) The reactants are [CH2:1]([N:8]([CH2:15][C:16]1[C:21](Cl)=[N:20][C:19]([N:23]([CH3:28])[CH:24]([CH3:27])[CH2:25][CH3:26])=[CH:18][N:17]=1)[CH2:9][C@@H:10]([OH:14])[CH2:11][O:12][CH3:13])[C:2]1[CH:7]=[CH:6][CH:5]=[CH:4][CH:3]=1.CC(C)([O-])C.[K+].O. The catalyst is CN(C=O)C. The product is [CH2:1]([N:8]1[CH2:15][C:16]2[N:17]=[CH:18][C:19]([N:23]([CH3:28])[CH:24]([CH3:27])[CH2:25][CH3:26])=[N:20][C:21]=2[O:14][C@@H:10]([CH2:11][O:12][CH3:13])[CH2:9]1)[C:2]1[CH:7]=[CH:6][CH:5]=[CH:4][CH:3]=1. The yield is 0.860.